From a dataset of Catalyst prediction with 721,799 reactions and 888 catalyst types from USPTO. Predict which catalyst facilitates the given reaction. (1) Reactant: [CH3:1][N:2]1[CH:6]=[C:5]([C:7]2[CH:8]=[C:9]3[C:14](=[CH:15][CH:16]=2)[N:13]([C:17]2[C:21]4[CH2:22][NH:23][CH2:24][CH2:25][C:20]=4[N:19]([C@H:26]4[CH2:30][CH2:29][O:28][CH2:27]4)[N:18]=2)[CH2:12][CH2:11][CH2:10]3)[CH:4]=[N:3]1.C[Si]([N:35]=[C:36]=[O:37])(C)C. Product: [CH3:1][N:2]1[CH:6]=[C:5]([C:7]2[CH:8]=[C:9]3[C:14](=[CH:15][CH:16]=2)[N:13]([C:17]2[C:21]4[CH2:22][N:23]([C:36]([NH2:35])=[O:37])[CH2:24][CH2:25][C:20]=4[N:19]([C@H:26]4[CH2:30][CH2:29][O:28][CH2:27]4)[N:18]=2)[CH2:12][CH2:11][CH2:10]3)[CH:4]=[N:3]1. The catalyst class is: 2. (2) Reactant: [C:1]([O:5][C:6](=[O:16])[NH:7][C:8]1[CH:13]=[CH:12][CH:11]=[C:10]([Cl:14])[C:9]=1[CH3:15])([CH3:4])([CH3:3])[CH3:2].C([Li])(CC)C.CON(C)[C:25](=[O:27])[CH3:26]. Product: [C:1]([O:5][C:6](=[O:16])[NH:7][C:8]1[CH:13]=[CH:12][CH:11]=[C:10]([Cl:14])[C:9]=1[CH2:15][C:25](=[O:27])[CH3:26])([CH3:4])([CH3:3])[CH3:2]. The catalyst class is: 7. (3) The catalyst class is: 34. Product: [Cl:12][CH2:13][CH2:14][CH2:15][C:16]([NH:9][CH2:1][CH2:2][C:3]1[CH:8]=[CH:7][CH:6]=[CH:5][CH:4]=1)=[O:17]. Reactant: [CH2:1]([NH2:9])[CH2:2][C:3]1[CH:8]=[CH:7][CH:6]=[CH:5][CH:4]=1.[OH-].[Na+].[Cl:12][CH2:13][CH2:14][CH2:15][C:16](Cl)=[O:17].